Predict the product of the given reaction. From a dataset of Forward reaction prediction with 1.9M reactions from USPTO patents (1976-2016). (1) Given the reactants [C:1]1([CH:7]([C:12]2[C:20]3[C:15](=[CH:16][C:17]([O:21][CH2:22][CH2:23][CH2:24][NH2:25])=[CH:18][CH:19]=3)[NH:14][CH:13]=2)[CH2:8][C:9]([OH:11])=[O:10])[CH:6]=[CH:5][CH:4]=[CH:3][CH:2]=1.[N+]([O-])([O-])=O.CC1(C([C:39]([NH2:41])=[NH2+:40])=O)C=C(C)N=N1.C(N(CC)CC)C, predict the reaction product. The product is: [C:1]1([CH:7]([C:12]2[C:20]3[C:15](=[CH:16][C:17]([O:21][CH2:22][CH2:23][CH2:24][NH:25][C:39]([NH2:41])=[NH:40])=[CH:18][CH:19]=3)[NH:14][CH:13]=2)[CH2:8][C:9]([OH:11])=[O:10])[CH:2]=[CH:3][CH:4]=[CH:5][CH:6]=1. (2) The product is: [Br:34][C:5]1[C:6]([C:7]2[C:16]3[C:11](=[CH:12][CH:13]=[CH:14][CH:15]=3)[CH:10]=[CH:9][CH:8]=2)=[C:2]([CH3:1])[N:3]([Si:17]([CH:21]([CH3:23])[CH3:22])([CH:18]([CH3:20])[CH3:19])[CH:24]([CH3:26])[CH3:25])[CH:4]=1. Given the reactants [CH3:1][C:2]1[N:3]([Si:17]([CH:24]([CH3:26])[CH3:25])([CH:21]([CH3:23])[CH3:22])[CH:18]([CH3:20])[CH3:19])[CH:4]=[CH:5][C:6]=1[C:7]1[C:16]2[C:11](=[CH:12][CH:13]=[CH:14][CH:15]=2)[CH:10]=[CH:9][CH:8]=1.C1C(=O)N([Br:34])C(=O)C1, predict the reaction product.